Task: Predict hERG channel inhibition at various concentrations.. Dataset: hERG Central: cardiac toxicity at 1µM, 10µM, and general inhibition The compound is CCOC(=O)C1(CCOc2ccccc2)CCN(Cc2ccc(COC)o2)CC1. Results: hERG_inhib (hERG inhibition (general)): blocker.